This data is from Peptide-MHC class II binding affinity with 134,281 pairs from IEDB. The task is: Regression. Given a peptide amino acid sequence and an MHC pseudo amino acid sequence, predict their binding affinity value. This is MHC class II binding data. The binding affinity (normalized) is 0.553. The peptide sequence is VRKDISEWQPSKGWN. The MHC is DRB1_0404 with pseudo-sequence DRB1_0404.